Dataset: Forward reaction prediction with 1.9M reactions from USPTO patents (1976-2016). Task: Predict the product of the given reaction. (1) Given the reactants [C:1]([O:5][C:6]([N:8]1[CH2:13][CH2:12][CH:11]([N:14]2[C:18]3=[N:19][CH:20]=[N:21][C:22](Cl)=[C:17]3[CH:16]=[N:15]2)[CH2:10][CH2:9]1)=[O:7])([CH3:4])([CH3:3])[CH3:2].[OH:24][C:25]1[CH:30]=[CH:29][C:28](=[O:31])[N:27]([CH3:32])[N:26]=1.C(=O)([O-])[O-].[K+].[K+].C(OCC)(=O)C, predict the reaction product. The product is: [C:1]([O:5][C:6]([N:8]1[CH2:13][CH2:12][CH:11]([N:14]2[C:18]3=[N:19][CH:20]=[N:21][C:22]([O:24][C:25]4[CH:30]=[CH:29][C:28](=[O:31])[N:27]([CH3:32])[N:26]=4)=[C:17]3[CH:16]=[N:15]2)[CH2:10][CH2:9]1)=[O:7])([CH3:4])([CH3:3])[CH3:2]. (2) Given the reactants [CH3:1][N:2]([CH3:10])[C:3]1[CH:8]=[CH:7][C:6]([CH3:9])=[CH:5][CH:4]=1.[F-].[K+].C1O[CH2:29][CH2:28]OCCOCCOCCOCCOC1.[CH2:31]1[CH2:35]OC[CH2:32]1, predict the reaction product. The product is: [CH3:1][N:2]([C:10]1[CH:29]=[CH:28][CH:35]=[CH:31][CH:32]=1)[C:3]1[CH:8]=[CH:7][C:6]([CH3:9])=[CH:5][CH:4]=1. (3) Given the reactants [CH:1]1([S:4]([C:7]2[CH:12]=[CH:11][C:10]([CH:13]([C:21]3[NH:25][C:24]([C:26]4[S:30][C:29]([CH2:31][OH:32])=[N:28][N:27]=4)=[CH:23][CH:22]=3)[CH2:14][CH:15]3[CH2:20][CH2:19][O:18][CH2:17][CH2:16]3)=[CH:9][CH:8]=2)(=[O:6])=[O:5])[CH2:3][CH2:2]1.CC(OI1(OC(C)=O)(OC(C)=O)OC(=O)C2C=CC=CC1=2)=O.C(=O)([O-])O.[Na+], predict the reaction product. The product is: [CH:1]1([S:4]([C:7]2[CH:12]=[CH:11][C:10]([CH:13]([C:21]3[NH:25][C:24]([C:26]4[S:30][C:29]([CH:31]=[O:32])=[N:28][N:27]=4)=[CH:23][CH:22]=3)[CH2:14][CH:15]3[CH2:16][CH2:17][O:18][CH2:19][CH2:20]3)=[CH:9][CH:8]=2)(=[O:5])=[O:6])[CH2:3][CH2:2]1. (4) Given the reactants [CH2:1]([N:8]([CH2:31][C@@H:32]([C:34]1[CH:45]=[CH:44][C:37]2[O:38]C(C)(C)[O:40][CH2:41][C:36]=2[CH:35]=1)[OH:33])[CH2:9][CH2:10][CH2:11][CH2:12][CH2:13][CH2:14][O:15][CH2:16][CH2:17][CH2:18][CH2:19][C:20]1[CH:21]=[C:22]([NH:27][C:28]([NH2:30])=[O:29])[CH:23]=[C:24]([CH3:26])[CH:25]=1)[C:2]1[CH:7]=[CH:6][CH:5]=[CH:4][CH:3]=1.Cl.C(=O)(O)[O-].[Na+], predict the reaction product. The product is: [CH2:1]([N:8]([CH2:31][C@H:32]([OH:33])[C:34]1[CH:45]=[CH:44][C:37]([OH:38])=[C:36]([CH2:41][OH:40])[CH:35]=1)[CH2:9][CH2:10][CH2:11][CH2:12][CH2:13][CH2:14][O:15][CH2:16][CH2:17][CH2:18][CH2:19][C:20]1[CH:21]=[C:22]([NH:27][C:28]([NH2:30])=[O:29])[CH:23]=[C:24]([CH3:26])[CH:25]=1)[C:2]1[CH:7]=[CH:6][CH:5]=[CH:4][CH:3]=1. (5) Given the reactants C1C=C(Cl)C=C(C(OO)=O)C=1.[Cl:12][C:13]1[CH:18]=[CH:17][CH:16]=[C:15]([Cl:19])[C:14]=1[N:20]1[CH:31]=[CH:30][C:23]2[N:24]=[C:25](SC)[N:26]=[CH:27][C:22]=2[C:21]1=[O:32].CCN(C(C)C)C(C)C.[NH2:42][C:43]1[CH:48]=[CH:47][C:46]([N:49]2[CH2:54][CH2:53][N:52]([C:55]([O:57][C:58]([CH3:61])([CH3:60])[CH3:59])=[O:56])[CH2:51][CH2:50]2)=[CH:45][CH:44]=1, predict the reaction product. The product is: [Cl:12][C:13]1[CH:18]=[CH:17][CH:16]=[C:15]([Cl:19])[C:14]=1[N:20]1[CH:31]=[CH:30][C:23]2[N:24]=[C:25]([NH:42][C:43]3[CH:48]=[CH:47][C:46]([N:49]4[CH2:54][CH2:53][N:52]([C:55]([O:57][C:58]([CH3:61])([CH3:60])[CH3:59])=[O:56])[CH2:51][CH2:50]4)=[CH:45][CH:44]=3)[N:26]=[CH:27][C:22]=2[C:21]1=[O:32]. (6) Given the reactants C[O:2][C:3](=[O:32])[CH2:4][C@@H:5]([N:8]1[C:13](=[O:14])[C:12]2[N:15]=[CH:16][CH:17]=[CH:18][C:11]=2[N:10]([CH2:19][C:20]2[C:24]3[C:25]([CH3:30])=[CH:26][C:27]([CH3:29])=[CH:28][C:23]=3[S:22][N:21]=2)[C:9]1=[O:31])[CH2:6][CH3:7].[OH-].[Li+].C(O)(=O)C.O, predict the reaction product. The product is: [CH3:30][C:25]1[C:24]2[C:20]([CH2:19][N:10]3[C:11]4[CH:18]=[CH:17][CH:16]=[N:15][C:12]=4[C:13](=[O:14])[N:8]([C@@H:5]([CH2:6][CH3:7])[CH2:4][C:3]([OH:32])=[O:2])[C:9]3=[O:31])=[N:21][S:22][C:23]=2[CH:28]=[C:27]([CH3:29])[CH:26]=1. (7) Given the reactants [F:1][C:2]1[CH:3]=[C:4]([OH:9])[CH:5]=[C:6]([F:8])[CH:7]=1.[N+:10]([O-])([OH:12])=[O:11], predict the reaction product. The product is: [N+:10]([C:7]1[C:2]([F:1])=[CH:3][C:4]([OH:9])=[CH:5][C:6]=1[F:8])([O-:12])=[O:11].